Dataset: Full USPTO retrosynthesis dataset with 1.9M reactions from patents (1976-2016). Task: Predict the reactants needed to synthesize the given product. (1) Given the product [C@H:5]12[N:8]([C:9]3[N:14]=[C:13]([C:15]4[CH:16]=[C:17]([CH:39]=[CH:40][CH:41]=4)[O:18][CH2:19][CH:20]([OH:31])[CH2:21][NH:22][CH3:23])[N:12]=[C:11]4[N:42]([CH:45]5[CH2:46][CH2:47]5)[N:43]=[CH:44][C:10]=34)[C@H:1]([CH2:7][CH2:6]1)[CH2:2][O:3][CH2:4]2, predict the reactants needed to synthesize it. The reactants are: [C@H:1]12[N:8]([C:9]3[N:14]=[C:13]([C:15]4[CH:16]=[C:17]([CH:39]=[CH:40][CH:41]=4)[O:18][CH2:19][CH:20]([O:31][Si](C(C)(C)C)(C)C)[CH2:21][N:22](C)[C:23](=O)OC(C)(C)C)[N:12]=[C:11]4[N:42]([CH:45]5[CH2:47][CH2:46]5)[N:43]=[CH:44][C:10]=34)[C@H:5]([CH2:6][CH2:7]1)[CH2:4][O:3][CH2:2]2.Cl.C(O)=O. (2) Given the product [CH:25]1([N:24]([CH3:23])[C:20]([C:14]2[CH:13]=[N:12][N:11]([C:8]3[CH:7]=[CH:6][C:5]([C:3]([O:2][CH3:1])=[O:4])=[CH:10][CH:9]=3)[C:15]=2[S:16][CH2:17][CH2:18][CH3:19])=[O:22])[CH2:30][CH2:29][CH2:28][CH2:27][CH2:26]1, predict the reactants needed to synthesize it. The reactants are: [CH3:1][O:2][C:3]([C:5]1[CH:10]=[CH:9][C:8]([N:11]2[C:15]([S:16][CH2:17][CH2:18][CH3:19])=[C:14]([C:20]([OH:22])=O)[CH:13]=[N:12]2)=[CH:7][CH:6]=1)=[O:4].[CH3:23][NH:24][CH:25]1[CH2:30][CH2:29][CH2:28][CH2:27][CH2:26]1.C1C=CC2N(O)N=NC=2C=1.CCN(C(C)C)C(C)C.CCN=C=NCCCN(C)C. (3) Given the product [CH3:1][CH:2]([C:23]([NH:25][CH2:26][C:27]([F:33])([F:32])[C:28]([F:31])([F:29])[F:30])=[O:24])[C:3]([NH:5][C@@H:6]1[C:12](=[O:13])[N:11]([CH2:14][C:15]([F:16])([F:17])[F:18])[C:10]2[CH:19]=[CH:20][CH:21]=[CH:22][C:9]=2[N:8]([C:36](=[O:37])[C:35]([F:46])([F:45])[F:34])[CH2:7]1)=[O:4], predict the reactants needed to synthesize it. The reactants are: [CH3:1][CH:2]([C:23]([NH:25][CH2:26][C:27]([F:33])([F:32])[C:28]([F:31])([F:30])[F:29])=[O:24])[C:3]([NH:5][C@@H:6]1[C:12](=[O:13])[N:11]([CH2:14][C:15]([F:18])([F:17])[F:16])[C:10]2[CH:19]=[CH:20][CH:21]=[CH:22][C:9]=2[NH:8][CH2:7]1)=[O:4].[F:34][C:35]([F:46])([F:45])[C:36](O[C:36](=[O:37])[C:35]([F:46])([F:45])[F:34])=[O:37].